From a dataset of Forward reaction prediction with 1.9M reactions from USPTO patents (1976-2016). Predict the product of the given reaction. (1) Given the reactants [I:1][C:2]1[CH:3]=[C:4]([CH:8]=[CH:9][C:10]=1[CH3:11])[C:5]([OH:7])=O.C(N(CC)CC)C.[CH3:19][C:20]1[N:21]=[CH:22][N:23]([C:25]2[CH:31]=[CH:30][C:28]([NH2:29])=[CH:27][C:26]=2[C:32]([F:35])([F:34])[F:33])[CH:24]=1, predict the reaction product. The product is: [I:1][C:2]1[CH:3]=[C:4]([CH:8]=[CH:9][C:10]=1[CH3:11])[C:5]([NH:29][C:28]1[CH:30]=[CH:31][C:25]([N:23]2[CH:24]=[C:20]([CH3:19])[N:21]=[CH:22]2)=[C:26]([C:32]([F:35])([F:34])[F:33])[CH:27]=1)=[O:7]. (2) Given the reactants [OH:1][C:2]1[N:6]([C:7]2[CH:12]=[C:11]([C:13]#[N:14])[CH:10]=[CH:9][N:8]=2)[N:5]=[CH:4][CH:3]=1.[Cl:15][C:16]1[CH:21]=[CH:20][C:19]([CH2:22]O)=[CH:18][C:17]=1[O:24][CH2:25][C:26]1[CH:31]=[CH:30][C:29]([F:32])=[CH:28][CH:27]=1, predict the reaction product. The product is: [Cl:15][C:16]1[CH:21]=[CH:20][C:19]([CH2:22][O:1][C:2]2[N:6]([C:7]3[CH:12]=[C:11]([C:13]#[N:14])[CH:10]=[CH:9][N:8]=3)[N:5]=[CH:4][CH:3]=2)=[CH:18][C:17]=1[O:24][CH2:25][C:26]1[CH:27]=[CH:28][C:29]([F:32])=[CH:30][CH:31]=1. (3) Given the reactants C([O-])([O-])=O.[Na+].[Na+].[NH2:7][C@H:8]([C:31]([OH:33])=[O:32])[CH2:9][CH2:10][CH2:11][CH2:12][NH:13][C:14]([O:16][CH2:17][CH:18]1[C:30]2[C:25](=[CH:26][CH:27]=[CH:28][CH:29]=2)[C:24]2[C:19]1=[CH:20][CH:21]=[CH:22][CH:23]=2)=[O:15].[N+:34]([C:37]1[CH:47]=[CH:46][C:40]([CH2:41][O:42][C:43](Cl)=[O:44])=[CH:39][CH:38]=1)([O-:36])=[O:35], predict the reaction product. The product is: [NH:7]([C:43]([O:42][CH2:41][C:40]1[CH:46]=[CH:47][C:37]([N+:34]([O-:36])=[O:35])=[CH:38][CH:39]=1)=[O:44])[C@H:8]([C:31]([OH:33])=[O:32])[CH2:9][CH2:10][CH2:11][CH2:12][NH:13][C:14]([O:16][CH2:17][CH:18]1[C:30]2[C:25](=[CH:26][CH:27]=[CH:28][CH:29]=2)[C:24]2[C:19]1=[CH:20][CH:21]=[CH:22][CH:23]=2)=[O:15]. (4) Given the reactants [OH-].[Na+].C([O:5][C:6]([C:8]1[C:12]([F:13])=[CH:11][NH:10][N:9]=1)=[O:7])C.C([O:16][C:17]([C:19]1[CH:23]=[CH:22][NH:21][N:20]=1)=[O:18])C.Cl, predict the reaction product. The product is: [F:13][C:12]1[C:8]([C:6]([OH:7])=[O:5])=[N:9][NH:10][CH:11]=1.[NH:21]1[CH:22]=[CH:23][C:19]([C:17]([OH:18])=[O:16])=[N:20]1. (5) Given the reactants [CH3:1][C:2]1[CH:3]=[C:4]2[C:9](=[C:10]([CH3:12])[CH:11]=1)[O:8][C@@H:7]([C:13]([F:16])([F:15])[F:14])[C:6]([C:17]([OH:19])=[O:18])=[CH:5]2.C(OCC)(=O)C.CC(O)C.[CH3:30][C@H:31]([NH2:38])[C:32]1[CH:37]=[CH:36][CH:35]=[CH:34][CH:33]=1, predict the reaction product. The product is: [C:32]1([C@@H:31]([NH2:38])[CH3:30])[CH:37]=[CH:36][CH:35]=[CH:34][CH:33]=1.[CH3:1][C:2]1[CH:3]=[C:4]2[C:9](=[C:10]([CH3:12])[CH:11]=1)[O:8][C@@H:7]([C:13]([F:16])([F:14])[F:15])[C:6]([C:17]([OH:19])=[O:18])=[CH:5]2. (6) The product is: [Br:1][C:2]1[CH:3]=[C:4]2[C:9](=[C:10]3[CH:15]=[CH:14][CH:13]=[CH:12][C:11]=13)[NH:8][CH2:7][N:6]([C@H:16]1[CH2:21][CH2:20][O:19][CH2:18][C@@H:17]1[O:22][Si:23]([C:26]([CH3:28])([CH3:27])[CH3:29])([CH3:24])[CH3:25])[C:5]2=[O:30]. Given the reactants [Br:1][C:2]1[CH:3]=[C:4]2[C:9](=[C:10]3[CH:15]=[CH:14][CH:13]=[CH:12][C:11]=13)[N:8]=[CH:7][N:6]([C@H:16]1[CH2:21][CH2:20][O:19][CH2:18][C@@H:17]1[O:22][Si:23]([C:26]([CH3:29])([CH3:28])[CH3:27])([CH3:25])[CH3:24])[C:5]2=[O:30].[H-].[Na+].IC, predict the reaction product. (7) Given the reactants [Cl:1][C:2]1[CH:35]=[CH:34][C:5]([O:6][CH:7]2[CH2:12][CH2:11][N:10]([C:13]([C:15]3[CH:16]=[C:17]4[C:21](=[CH:22][CH:23]=3)[N:20]([CH2:24][CH2:25][NH:26][C:27](=[O:33])OC(C)(C)C)[CH:19]=[CH:18]4)=[O:14])[CH2:9][CH2:8]2)=[CH:4][CH:3]=1.[C:36](OC(=O)C)(=O)C.Cl, predict the reaction product. The product is: [Cl:1][C:2]1[CH:35]=[CH:34][C:5]([O:6][CH:7]2[CH2:8][CH2:9][N:10]([C:13]([C:15]3[CH:16]=[C:17]4[C:21](=[CH:22][CH:23]=3)[N:20]([CH2:24][CH2:25][NH:26][C:27](=[O:33])[CH3:36])[CH:19]=[CH:18]4)=[O:14])[CH2:11][CH2:12]2)=[CH:4][CH:3]=1. (8) Given the reactants [F:1][C:2]([F:31])([F:30])[C:3]1[CH:29]=[CH:28][C:6]([C:7]([C:9]2[CH:14]=[CH:13][N:12]=[CH:11][C:10]=2[CH2:15][CH2:16][N:17]2C(=O)C3C(=CC=CC=3)C2=O)=O)=[CH:5][CH:4]=1.O.NN, predict the reaction product. The product is: [F:1][C:2]([F:31])([F:30])[C:3]1[CH:29]=[CH:28][C:6]([C:7]2[C:9]3[C:10](=[CH:11][N:12]=[CH:13][CH:14]=3)[CH2:15][CH2:16][N:17]=2)=[CH:5][CH:4]=1.